Dataset: Catalyst prediction with 721,799 reactions and 888 catalyst types from USPTO. Task: Predict which catalyst facilitates the given reaction. Reactant: [Br:1][C:2]1[CH:3]=[C:4]([CH3:11])[C:5]([C:8]([OH:10])=[O:9])=[N:6][CH:7]=1.[CH3:12][C:13](OC(OC(O[C:13]([CH3:15])([CH3:14])[CH3:12])=O)=O)([CH3:15])[CH3:14]. Product: [C:13]([O:9][C:8]([C:5]1[C:4]([CH3:11])=[CH:3][C:2]([Br:1])=[CH:7][N:6]=1)=[O:10])([CH3:15])([CH3:14])[CH3:12]. The catalyst class is: 241.